From a dataset of Ames mutagenicity test results for genotoxicity prediction. Regression/Classification. Given a drug SMILES string, predict its toxicity properties. Task type varies by dataset: regression for continuous values (e.g., LD50, hERG inhibition percentage) or binary classification for toxic/non-toxic outcomes (e.g., AMES mutagenicity, cardiotoxicity, hepatotoxicity). Dataset: ames. (1) The result is 1 (mutagenic). The molecule is Oc1ccc2c(O)c3ccccc3cc2c1O. (2) The molecule is CCCCN=NC(C)(C)OO. The result is 1 (mutagenic). (3) The molecule is BrCc1ccc2c3c(cccc13)-c1ccccc1-2. The result is 1 (mutagenic). (4) The molecule is CCS(=O)(=O)CCn1c([N+](=O)[O-])cnc1C. The result is 1 (mutagenic). (5) The compound is O=c1cc(-c2ccccc2)cc(-c2ccccc2)n1/N=C/c1ccc([N+](=O)[O-])o1. The result is 1 (mutagenic). (6) The molecule is Cc1cccc2c1ccc1ccccc12. The result is 1 (mutagenic). (7) The compound is CC(Cc1ccccc1)NOS(=O)(=O)ONC(C)Cc1ccccc1. The result is 0 (non-mutagenic). (8) The compound is CC(=O)OCc1ccc(N=Nc2ccc(COC(C)=O)cc2)cc1. The result is 1 (mutagenic). (9) The compound is CC(C)(C)NCC(O)COc1ccccc1C1=CCCC1. The result is 0 (non-mutagenic). (10) The drug is CCCCN(CC[C@@H](C)O)N=O. The result is 1 (mutagenic).